Dataset: Retrosynthesis with 50K atom-mapped reactions and 10 reaction types from USPTO. Task: Predict the reactants needed to synthesize the given product. (1) Given the product COc1ccc2c(C(F)(F)F)nnc(NC3CCN(Cc4ccccc4)CC3)c2c1, predict the reactants needed to synthesize it. The reactants are: COc1ccc2c(C(F)(F)F)nnc(Cl)c2c1.NC1CCN(Cc2ccccc2)CC1. (2) Given the product CCOC(=O)c1cn2c3c(c(-c4cc(C)nc(C)c4)c(F)c(F)c3c1=O)OC[C@@H]2C, predict the reactants needed to synthesize it. The reactants are: CCOC(=O)c1cn2c3c(c(Br)c(F)c(F)c3c1=O)OC[C@@H]2C.Cc1cc([Sn](C)(C)C)cc(C)n1. (3) The reactants are: O=C(O)c1ccc(Cl)nc1.OCc1ccccc1. Given the product O=C(O)c1ccc(OCc2ccccc2)nc1, predict the reactants needed to synthesize it. (4) Given the product CCOC(=O)CCN1CCN(c2nsc3cc(F)ccc23)CC1, predict the reactants needed to synthesize it. The reactants are: CCOC(=O)CCBr.Fc1ccc2c(N3CCNCC3)nsc2c1. (5) Given the product CCCCCCCCOc1ccc(-c2ccc(C=C(C#N)C(=O)O)s2)cc1, predict the reactants needed to synthesize it. The reactants are: CCCCCCCCOc1ccc(-c2ccc(C=O)s2)cc1.N#CCC(=O)O. (6) Given the product COC(=O)/C=C/c1ccc2nn(C)c(C)c2c1C(=O)OC, predict the reactants needed to synthesize it. The reactants are: C=CC(=O)OC.COC(=O)c1c(Br)ccc2nn(C)c(C)c12. (7) The reactants are: COC(=O)c1cccc(CBr)c1.O=C([O-])[O-]. Given the product COCc1cccc(C(=O)OC)c1, predict the reactants needed to synthesize it.